The task is: Predict the reactants needed to synthesize the given product.. This data is from Full USPTO retrosynthesis dataset with 1.9M reactions from patents (1976-2016). (1) Given the product [CH3:23][O:24][CH2:25][C@@H:26]1[CH2:31][CH2:30][CH2:29][N:28]([C:18]([C:12]2[S:13][C:14]3[CH2:15][CH2:16][O:17][C:8]4[CH:7]=[C:6]([C:4]5[CH:3]=[N:2][NH:1][CH:5]=5)[CH:22]=[CH:21][C:9]=4[C:10]=3[N:11]=2)=[O:20])[CH2:27]1, predict the reactants needed to synthesize it. The reactants are: [NH:1]1[CH:5]=[C:4]([C:6]2[CH:22]=[CH:21][C:9]3[C:10]4[N:11]=[C:12]([C:18]([OH:20])=O)[S:13][C:14]=4[CH2:15][CH2:16][O:17][C:8]=3[CH:7]=2)[CH:3]=[N:2]1.[CH3:23][O:24][CH2:25][C@H:26]1[CH2:31][CH2:30][CH2:29][NH:28][CH2:27]1. (2) The reactants are: [C:1]1([CH:7]([C:29]2[CH:34]=[CH:33][CH:32]=[CH:31][CH:30]=2)[N:8]2[C:16]3[C:11](=[CH:12][C:13]([CH3:17])=[CH:14][CH:15]=3)[CH:10]([C:18]3[C:26]([OH:27])=[CH:25][C:21]4[O:22][CH2:23][O:24][C:20]=4[CH:19]=3)[C:9]2=[O:28])[CH:6]=[CH:5][CH:4]=[CH:3][CH:2]=1.[CH2:35]=[O:36].C(NC(C)C)(C)C. Given the product [C:29]1([CH:7]([C:1]2[CH:2]=[CH:3][CH:4]=[CH:5][CH:6]=2)[N:8]2[C:16]3[C:11](=[CH:12][C:13]([CH3:17])=[CH:14][CH:15]=3)[C:10]([C:18]3[C:26]([OH:27])=[CH:25][C:21]4[O:22][CH2:23][O:24][C:20]=4[CH:19]=3)([CH2:35][OH:36])[C:9]2=[O:28])[CH:30]=[CH:31][CH:32]=[CH:33][CH:34]=1, predict the reactants needed to synthesize it.